From a dataset of Reaction yield outcomes from USPTO patents with 853,638 reactions. Predict the reaction yield, written as a fraction of the theoretical maximum amount of product (1.0 means a 100% yield; for example, 0.34 means a 34% yield). (1) The reactants are COC(C1CN(C(OC(C)(C)C)=O)CCC=1C1C=CC(CCCO)=CC=1)=O.[CH3:28][O:29][C:30]([C:32]1[CH2:33][N:34]([C:55]([O:57][C:58]([CH3:61])([CH3:60])[CH3:59])=[O:56])[CH2:35][CH2:36][C:37]=1[C:38]1[CH:43]=[CH:42][C:41]([O:44][CH2:45][CH2:46][O:47][Si](C(C)(C)C)(C)C)=[CH:40][CH:39]=1)=[O:31].CCCC[N+](CCCC)(CCCC)CCCC.[F-]. The catalyst is C1COCC1. The product is [CH3:28][O:29][C:30]([C:32]1[CH2:33][N:34]([C:55]([O:57][C:58]([CH3:61])([CH3:60])[CH3:59])=[O:56])[CH2:35][CH2:36][C:37]=1[C:38]1[CH:43]=[CH:42][C:41]([O:44][CH2:45][CH2:46][OH:47])=[CH:40][CH:39]=1)=[O:31]. The yield is 0.800. (2) The product is [S:27]1[C:22]2[CH:23]=[CH:24][CH:25]=[CH:26][C:21]=2[N:20]=[C:17]1[C:15]1[CH:14]=[CH:13][C:5]2[N:6]([CH:7]3[CH2:12][CH2:11][O:10][CH2:9][CH2:8]3)[C:2]([CH3:1])=[N:3][C:4]=2[CH:16]=1. No catalyst specified. The reactants are [CH3:1][C:2]1[N:6]([CH:7]2[CH2:12][CH2:11][O:10][CH2:9][CH2:8]2)[C:5]2[CH:13]=[CH:14][C:15]([C:17](O)=O)=[CH:16][C:4]=2[N:3]=1.[NH2:20][C:21]1[CH:26]=[CH:25][CH:24]=[CH:23][C:22]=1[SH:27].N. The yield is 0.0180. (3) The reactants are [P:1](Cl)([O:6][CH2:7][CH3:8])([O:3][CH2:4][CH3:5])=[O:2].[F:10][C:11]1[CH:19]=[C:18]2[C:14]([C:15](=[CH:30][C:31]3[CH:36]=[CH:35][C:34]([S:37]([CH3:39])=[O:38])=[CH:33][CH:32]=3)[C:16]([CH3:29])=[C:17]2[CH2:20][C:21]([NH:23][CH2:24][CH2:25][CH2:26][CH2:27][OH:28])=[O:22])=[CH:13][CH:12]=1.CCN(C(C)C)C(C)C. The catalyst is ClCCl.CN(C1C=CN=CC=1)C. The product is [F:10][C:11]1[CH:19]=[C:18]2[C:14]([C:15](=[CH:30][C:31]3[CH:36]=[CH:35][C:34]([S:37]([CH3:39])=[O:38])=[CH:33][CH:32]=3)[C:16]([CH3:29])=[C:17]2[CH2:20][C:21]([NH:23][CH2:24][CH2:25][CH2:26][CH2:27][O:28][P:1](=[O:2])([O:6][CH2:7][CH3:8])[O:3][CH2:4][CH3:5])=[O:22])=[CH:13][CH:12]=1. The yield is 0.850. (4) The reactants are [NH2:1][C:2]1[NH:6][N:5]=[C:4]([C:7]([O:9][CH2:10][CH3:11])=[O:8])[CH:3]=1.[C:12]([CH:15]([CH2:21][C:22]([O:24][CH2:25][CH3:26])=[O:23])[C:16](OCC)=[O:17])(=O)[CH3:13]. The catalyst is CC1C=CC=CC=1C.CC1C=CC(S(O)(=O)=O)=CC=1.O. The product is [CH2:25]([O:24][C:22](=[O:23])[CH2:21][C:15]1[C:12]([CH3:13])=[N:1][C:2]2[N:6]([N:5]=[C:4]([C:7]([O:9][CH2:10][CH3:11])=[O:8])[CH:3]=2)[C:16]=1[OH:17])[CH3:26]. The yield is 0.750. (5) The reactants are [C:1]([OH:6])(=[O:5])[CH2:2][CH2:3][CH3:4].[CH:7](O)(C)[CH3:8].[N:11]1([C:17](=[S:19])[NH2:18])[CH2:16][CH2:15][O:14][CH2:13][CH2:12]1. No catalyst specified. The product is [CH3:4][C:3]1[N:18]=[C:17]([N:11]2[CH2:16][CH2:15][O:14][CH2:13][CH2:12]2)[S:19][C:2]=1[C:1]([O:6][CH2:7][CH3:8])=[O:5]. The yield is 0.820. (6) The reactants are [C:1]1([CH:8]=[CH:7][CH:6]=[C:4]([OH:5])[CH:3]=1)[OH:2].[Cl:9][CH2:10][C:11](=O)[CH2:12][C:13](OCC)=[O:14].S(=O)(=O)(O)O. No catalyst specified. The product is [Cl:9][CH2:10][C:11]1[C:8]2[C:1](=[CH:3][C:4]([OH:5])=[CH:6][CH:7]=2)[O:2][C:13](=[O:14])[CH:12]=1. The yield is 0.457. (7) The reactants are [Cl:1][C:2]1[CH:23]=[CH:22][C:21]([C:24]2[C:29]([F:30])=[CH:28][CH:27]=[CH:26][N:25]=2)=[CH:20][C:3]=1[C:4]([NH:6][C:7]1[N:11]([C:12]2[CH:17]=[CH:16][CH:15]=[CH:14][CH:13]=2)[N:10]=[C:9]([C:18]#[N:19])[CH:8]=1)=[O:5].C([O-])([O-])=[O:32].[K+].[K+].OO. The catalyst is CS(C)=O.O.Cl. The product is [Cl:1][C:2]1[CH:23]=[CH:22][C:21]([C:24]2[C:29]([F:30])=[CH:28][CH:27]=[CH:26][N:25]=2)=[CH:20][C:3]=1[C:4]([NH:6][C:7]1[N:11]([C:12]2[CH:13]=[CH:14][CH:15]=[CH:16][CH:17]=2)[N:10]=[C:9]([C:18]([NH2:19])=[O:32])[CH:8]=1)=[O:5]. The yield is 0.510. (8) The reactants are C([O:8][C:9]1[C:10](=[O:26])[CH:11]=[C:12]([CH:16](OS(C)(=O)=O)[C:17]([F:20])([F:19])[F:18])[N:13]([CH3:15])[CH:14]=1)C1C=CC=CC=1.C(O)C. The catalyst is CO.[Pd]. The product is [OH:8][C:9]1[C:10](=[O:26])[CH:11]=[C:12]([CH2:16][C:17]([F:18])([F:19])[F:20])[N:13]([CH3:15])[CH:14]=1. The yield is 0.770. (9) The reactants are [CH3:1][C:2]1[O:3][C:4]2[CH:10]=[CH:9][C:8]([NH2:11])=[CH:7][C:5]=2[CH:6]=1.CS[C:14](SC)=[C:15]([C:19]#[N:20])[C:16]([NH2:18])=[O:17].[NH2:23][CH:24]1[CH2:30][CH2:29][CH2:28][CH2:27][N:26]([CH2:31][C:32]2[CH:37]=[CH:36][CH:35]=[CH:34][CH:33]=2)[C:25]1=[O:38]. The catalyst is C(O)C. The product is [C:19]([C:15](=[C:14]([NH:23][C@H:24]1[CH2:30][CH2:29][CH2:28][CH2:27][N:26]([CH2:31][C:32]2[CH:37]=[CH:36][CH:35]=[CH:34][CH:33]=2)[C:25]1=[O:38])[NH:11][C:8]1[CH:9]=[CH:10][C:4]2[O:3][C:2]([CH3:1])=[CH:6][C:5]=2[CH:7]=1)[C:16]([NH2:18])=[O:17])#[N:20]. The yield is 0.370. (10) The reactants are [N+:1]1([O-])[CH:6]=[CH:5][C:4]([CH3:7])=[CH:3][CH:2]=1.C[Si]([C:13]#[N:14])(C)C.N12CCCN=C1CCCCC2. The catalyst is C1COCC1. The product is [C:13]([C:2]1[CH:3]=[C:4]([CH3:7])[CH:5]=[CH:6][N:1]=1)#[N:14]. The yield is 0.600.